Dataset: Retrosynthesis with 50K atom-mapped reactions and 10 reaction types from USPTO. Task: Predict the reactants needed to synthesize the given product. (1) Given the product CS(=O)(=O)c1ccc(OCc2ccc(C3CCN(C#N)CC3)cn2)cc1, predict the reactants needed to synthesize it. The reactants are: CS(=O)(=O)c1ccc(OCc2ccc(C3CCNCC3)cn2)cc1.N#CBr. (2) The reactants are: COC(=O)c1ccc(OC(C)(C)CN)cc1.O=C(OC(=O)C(F)(F)F)C(F)(F)F. Given the product COC(=O)c1ccc(OC(C)(C)CNC(=O)C(F)(F)F)cc1, predict the reactants needed to synthesize it. (3) The reactants are: COC(=O)c1ccc(OC(=O)Cl)cc1.NN1CCc2ccccc2C1. Given the product COC(=O)c1ccc(OC(=O)NN2CCc3ccccc3C2)cc1, predict the reactants needed to synthesize it. (4) The reactants are: CCOC(=O)C1CCN1Cc1ccccc1. Given the product O=C(O)C1CCN1Cc1ccccc1, predict the reactants needed to synthesize it.